This data is from Reaction yield outcomes from USPTO patents with 853,638 reactions. The task is: Predict the reaction yield, written as a fraction of the theoretical maximum amount of product (1.0 means a 100% yield; for example, 0.34 means a 34% yield). (1) The reactants are [CH2:1]([O:3][C:4]1[CH:13]=[C:12]([CH:14]=O)[CH:11]=[C:10]([N+:16]([O-:18])=[O:17])[C:5]=1[C:6]([O:8][CH3:9])=[O:7])[CH3:2].[C:19]1([C:25](=O)[CH2:26][C:27]2[CH:32]=[CH:31][CH:30]=[CH:29][CH:28]=2)[CH:24]=[CH:23][CH:22]=[CH:21][CH:20]=1.[NH2:34][C:35]([NH2:37])=[O:36].Cl. The catalyst is C(O)C. The product is [CH2:1]([O:3][C:4]1[CH:13]=[C:12]([CH:14]2[C:26]([C:27]3[CH:32]=[CH:31][CH:30]=[CH:29][CH:28]=3)=[C:25]([C:19]3[CH:24]=[CH:23][CH:22]=[CH:21][CH:20]=3)[NH:37][C:35](=[O:36])[NH:34]2)[CH:11]=[C:10]([N+:16]([O-:18])=[O:17])[C:5]=1[C:6]([O:8][CH3:9])=[O:7])[CH3:2]. The yield is 0.580. (2) The reactants are C([NH:4][CH:5]([C:11](=[O:19])[CH2:12][CH2:13][C:14]([O:16]CC)=[O:15])C(OCC)=O)(=O)C.[ClH:20]. The catalyst is C(OCC)(=O)C. The product is [ClH:20].[NH2:4][CH2:5][C:11](=[O:19])[CH2:12][CH2:13][C:14]([OH:16])=[O:15]. The yield is 0.820. (3) The reactants are [C:9](O[C:9]([O:11][C:12]([CH3:15])([CH3:14])[CH3:13])=[O:10])([O:11][C:12]([CH3:15])([CH3:14])[CH3:13])=[O:10].[NH:16]1[CH2:21][CH2:20][O:19][C@@H:18]([CH2:22][OH:23])[CH2:17]1.C(N(CC)CC)C. The catalyst is ClCCl. The product is [OH:23][CH2:22][C@@H:18]1[O:19][CH2:20][CH2:21][N:16]([C:9]([O:11][C:12]([CH3:13])([CH3:14])[CH3:15])=[O:10])[CH2:17]1. The yield is 0.640. (4) The reactants are [NH:1]1[CH2:6][CH2:5][CH:4]([C:7]2[CH:15]=[CH:14][CH:13]=[C:12]3[C:8]=2[CH2:9][C:10](=[O:16])[NH:11]3)[CH2:3][CH2:2]1.[O:17]=[C:18]1[C:23]2=[CH:24][NH:25][C:26]([CH:27]=O)=[C:22]2[CH2:21][CH2:20][O:19]1. The catalyst is N1CCCCC1.C(O)C. The product is [O:16]=[C:10]1[C:9](=[CH:27][C:26]2[NH:25][CH:24]=[C:23]3[C:18](=[O:17])[O:19][CH2:20][CH2:21][C:22]=23)[C:8]2[C:12](=[CH:13][CH:14]=[CH:15][C:7]=2[CH:4]2[CH2:3][CH2:2][NH:1][CH2:6][CH2:5]2)[NH:11]1. The yield is 0.280. (5) The reactants are [F:1][C:2]1[C:3]([CH3:9])=[C:4]([CH:6]=[CH:7][CH:8]=1)[NH2:5].[C:10](OC(=O)C)(=[O:12])[CH3:11]. The catalyst is C(Cl)Cl. The product is [F:1][C:2]1[C:3]([CH3:9])=[C:4]([NH:5][C:10](=[O:12])[CH3:11])[CH:6]=[CH:7][CH:8]=1. The yield is 1.00. (6) The reactants are [CH3:1][N:2]1[C:7](=[O:8])[CH2:6][C:5](=[O:9])[NH:4][C:3]1=[S:10].[CH3:11][O:12][C:13]1[CH:22]=[C:21]([O:23][CH3:24])[C:20]2[C:15](=[CH:16][CH:17]=[CH:18][CH:19]=2)[C:14]=1[CH:25]=O. The catalyst is CCO. The product is [CH3:11][O:12][C:13]1[CH:22]=[C:21]([O:23][CH3:24])[C:20]2[C:15](=[CH:16][CH:17]=[CH:18][CH:19]=2)[C:14]=1[CH:25]=[C:6]1[C:7](=[O:8])[N:2]([CH3:1])[C:3](=[S:10])[NH:4][C:5]1=[O:9]. The yield is 0.200. (7) The reactants are [F:1][C:2]([F:19])([F:18])[CH:3]1[C:12]2[C:7](=[CH:8][CH:9]=[CH:10][CH:11]=2)[N:6]([CH:13]([CH3:17])[C:14](O)=[O:15])[CH2:5][CH2:4]1.[Cl-].[NH4+].CC[N:24](C(C)C)C(C)C.C(Cl)CCl.C1C=CC2N(O)N=NC=2C=1. The catalyst is CN(C=O)C.C(Cl)Cl. The product is [F:1][C:2]([F:19])([F:18])[CH:3]1[C:12]2[C:7](=[CH:8][CH:9]=[CH:10][CH:11]=2)[N:6]([CH:13]([CH3:17])[C:14]([NH2:24])=[O:15])[CH2:5][CH2:4]1. The yield is 0.860. (8) The reactants are [F:1][C:2]1[CH:3]=[C:4]([C:9](=O)[CH2:10][C:11]2[CH:16]=[CH:15][CH:14]=[CH:13][CH:12]=2)[CH:5]=[C:6]([F:8])[CH:7]=1.[CH2:18]([O:20][C:21]1[CH:22]=[C:23]([CH:26]=[C:27]([N+:30]([O-:32])=[O:31])[C:28]=1[OH:29])[CH:24]=O)[CH3:19].[NH2:33][C:34]([NH2:36])=[O:35].Cl. The catalyst is C(O)C. The product is [F:1][C:2]1[CH:3]=[C:4]([C:9]2[NH:36][C:34](=[O:35])[NH:33][CH:24]([C:23]3[CH:26]=[C:27]([N+:30]([O-:32])=[O:31])[C:28]([OH:29])=[C:21]([O:20][CH2:18][CH3:19])[CH:22]=3)[C:10]=2[C:11]2[CH:16]=[CH:15][CH:14]=[CH:13][CH:12]=2)[CH:5]=[C:6]([F:8])[CH:7]=1. The yield is 0.199. (9) The reactants are Cl[CH2:2][C:3]1[CH:31]=[CH:30][C:6]([O:7][CH2:8][C:9]2[N:10]=[C:11]([C:15]3[CH:16]=[CH:17][C:18]([O:25][S:26]([CH3:29])(=[O:28])=[O:27])=[C:19]([CH:24]=3)[C:20]([O:22][CH3:23])=[O:21])[O:12][C:13]=2[CH3:14])=[C:5]([O:32][CH3:33])[CH:4]=1.[OH:34][C:35]1[C:39]([CH:40]=[O:41])=[CH:38][N:37]([C:42]2[CH:47]=[CH:46][CH:45]=[CH:44][CH:43]=2)[N:36]=1.C(=O)([O-])[O-].[K+].[K+].Cl. The catalyst is CN(C)C=O. The product is [CH:40]([C:39]1[C:35]([O:34][CH2:2][C:3]2[CH:31]=[CH:30][C:6]([O:7][CH2:8][C:9]3[N:10]=[C:11]([C:15]4[CH:16]=[CH:17][C:18]([O:25][S:26]([CH3:29])(=[O:28])=[O:27])=[C:19]([CH:24]=4)[C:20]([O:22][CH3:23])=[O:21])[O:12][C:13]=3[CH3:14])=[C:5]([O:32][CH3:33])[CH:4]=2)=[N:36][N:37]([C:42]2[CH:47]=[CH:46][CH:45]=[CH:44][CH:43]=2)[CH:38]=1)=[O:41]. The yield is 0.410. (10) The reactants are [Br:1][C:2]1[CH:3]=[C:4]2[C:8](=[CH:9][CH:10]=1)[NH:7][C:6](=[O:11])[CH2:5]2.[CH2:12]([N:14]([CH2:34][CH3:35])[CH2:15][CH2:16][CH2:17][NH:18][C:19]([C:21]1[C:25]([CH:26]([CH3:28])[CH3:27])=[C:24]([CH:29]=O)[NH:23][C:22]=1[CH:31]([CH3:33])[CH3:32])=[O:20])[CH3:13]. No catalyst specified. The product is [CH2:34]([N:14]([CH2:12][CH3:13])[CH2:15][CH2:16][CH2:17][NH:18][C:19]([C:21]1[C:25]([CH:26]([CH3:28])[CH3:27])=[C:24]([CH:29]=[C:5]2[C:4]3[C:8](=[CH:9][CH:10]=[C:2]([Br:1])[CH:3]=3)[NH:7][C:6]2=[O:11])[NH:23][C:22]=1[CH:31]([CH3:33])[CH3:32])=[O:20])[CH3:35]. The yield is 0.250.